This data is from Peptide-MHC class I binding affinity with 185,985 pairs from IEDB/IMGT. The task is: Regression. Given a peptide amino acid sequence and an MHC pseudo amino acid sequence, predict their binding affinity value. This is MHC class I binding data. (1) The MHC is H-2-Kb with pseudo-sequence H-2-Kb. The binding affinity (normalized) is 0.0943. The peptide sequence is SANRLRHLI. (2) The peptide sequence is MAISCVPNAV. The MHC is HLA-A02:03 with pseudo-sequence HLA-A02:03. The binding affinity (normalized) is 0.698. (3) The peptide sequence is WFREDRSPV. The MHC is HLA-B07:02 with pseudo-sequence HLA-B07:02. The binding affinity (normalized) is 0.0847. (4) The peptide sequence is SARALKAYFT. The MHC is HLA-A02:03 with pseudo-sequence HLA-A02:03. The binding affinity (normalized) is 0.172. (5) The peptide sequence is NANAYSGKY. The MHC is HLA-A29:02 with pseudo-sequence HLA-A29:02. The binding affinity (normalized) is 0.355.